This data is from Reaction yield outcomes from USPTO patents with 853,638 reactions. The task is: Predict the reaction yield, written as a fraction of the theoretical maximum amount of product (1.0 means a 100% yield; for example, 0.34 means a 34% yield). (1) The reactants are [CH3:1][O-].[Na+].CO.CC1C=CC(S([O:16][CH2:17][C@@H:18]2[CH2:22][CH2:21][C:20](=[O:23])[O:19]2)(=O)=O)=CC=1.CO. The catalyst is C(O)(=O)C. The product is [O:16]1[CH2:17][C@@H:18]1[CH2:22][CH2:21][C:20]([O:19][CH3:1])=[O:23]. The yield is 0.530. (2) The yield is 0.120. The catalyst is C(OCC)C. The product is [CH3:15][S:16][CH:17]([C:18]1[CH:4]=[CH:5][C:6]([C:7]([F:12])([F:13])[C:8]([F:9])([F:10])[F:11])=[N:20][CH:19]=1)[CH3:25]. The reactants are C(O/[CH:4]=[CH:5]/[C:6](=O)[C:7]([F:13])([F:12])[C:8]([F:11])([F:10])[F:9])C.[CH3:15][S:16][CH:17]([CH3:25])/[CH:18]=[CH:19]/[N:20]1CCCC1.C([O-])(=O)C.[NH4+].O. (3) The reactants are [NH2:1][C:2]1[CH:3]=[C:4]([CH:8]=[CH:9][C:10]=1[O:11][CH3:12])[C:5]([NH2:7])=[O:6].[Cl:13][C:14]1[N:19]=[C:18](Cl)[C:17]([Cl:21])=[CH:16][N:15]=1. The catalyst is O1CCCC1. The product is [Cl:13][C:14]1[N:19]=[C:18]([NH:1][C:2]2[CH:3]=[C:4]([CH:8]=[CH:9][C:10]=2[O:11][CH3:12])[C:5]([NH2:7])=[O:6])[C:17]([Cl:21])=[CH:16][N:15]=1. The yield is 0.640.